This data is from Forward reaction prediction with 1.9M reactions from USPTO patents (1976-2016). The task is: Predict the product of the given reaction. (1) Given the reactants [F:1][CH:2]([F:13])[O:3][C:4]1[CH:11]=[CH:10][C:7]([CH:8]=[O:9])=[CH:6][C:5]=1[OH:12].C(=O)([O-])[O-].[K+].[K+].[CH2:20](Br)[C:21]1[CH:26]=[CH:25][CH:24]=[CH:23][CH:22]=1, predict the reaction product. The product is: [CH2:20]([O:12][C:5]1[CH:6]=[C:7]([CH:10]=[CH:11][C:4]=1[O:3][CH:2]([F:13])[F:1])[CH:8]=[O:9])[C:21]1[CH:26]=[CH:25][CH:24]=[CH:23][CH:22]=1. (2) Given the reactants C([CH:5]1[O:9][Si](CC)(CC)C2C=CC=CC1=2)CCC.[Li]C1C=CC=CC=1.CC([C:28]1[CH:33]=[C:32](C(C)C)[C:31]([C:37]2[CH:42]=[CH:41][CH:40]=[CH:39][C:38]=2P(C2CCCCC2)C2CCCCC2)=[C:30](C(C)C)[CH:29]=1)C.ClC1C=CC(OC)=CC=1, predict the reaction product. The product is: [CH3:5][O:9][C:28]1[CH:33]=[CH:32][C:31]([C:37]2[CH:42]=[CH:41][CH:40]=[CH:39][CH:38]=2)=[CH:30][CH:29]=1. (3) Given the reactants C([Li])(CC)C.Br[C:7]1[N:8]([Si:16]([CH:23]([CH3:25])[CH3:24])([CH:20]([CH3:22])[CH3:21])[CH:17]([CH3:19])[CH3:18])[C:9]2[C:14]([CH:15]=1)=[CH:13][CH:12]=[CH:11][CH:10]=2.[CH2:26]([N:29]1[C@H:33]([CH2:34][CH2:35][CH3:36])[CH2:32]OS1(=O)=O)[CH2:27][CH3:28].Cl, predict the reaction product. The product is: [CH:17]([Si:16]([CH:23]([CH3:25])[CH3:24])([CH:20]([CH3:22])[CH3:21])[N:8]1[C:9]2[C:14](=[CH:13][CH:12]=[CH:11][CH:10]=2)[C:15]([CH2:32][C@H:33]([NH:29][CH2:26][CH2:27][CH3:28])[CH2:34][CH2:35][CH3:36])=[CH:7]1)([CH3:19])[CH3:18]. (4) Given the reactants [F:1][C:2]1[CH:3]=[C:4]([C:18]([OH:21])([CH3:20])[CH3:19])[CH:5]=[C:6]([F:17])[C:7]=1B1OC(C)(C)C(C)(C)O1.Br[C:23]1[N:28]=[C:27]([C:29]([O:31][CH3:32])=[O:30])[CH:26]=[CH:25][C:24]=1[F:33].CCN(C(C)C)C(C)C, predict the reaction product. The product is: [F:17][C:6]1[CH:5]=[C:4]([C:18]([OH:21])([CH3:19])[CH3:20])[CH:3]=[C:2]([F:1])[C:7]=1[C:23]1[N:28]=[C:27]([C:29]([O:31][CH3:32])=[O:30])[CH:26]=[CH:25][C:24]=1[F:33]. (5) Given the reactants [CH3:1][O:2][CH2:3][C:4]([NH:6][C:7]1[CH:12]=[CH:11][C:10]([C:13]([F:16])([F:15])[F:14])=[CH:9][C:8]=1[N+:17]([O-])=O)=[O:5], predict the reaction product. The product is: [NH2:17][C:8]1[CH:9]=[C:10]([C:13]([F:15])([F:16])[F:14])[CH:11]=[CH:12][C:7]=1[NH:6][C:4](=[O:5])[CH2:3][O:2][CH3:1].